This data is from Experimentally validated miRNA-target interactions with 360,000+ pairs, plus equal number of negative samples. The task is: Binary Classification. Given a miRNA mature sequence and a target amino acid sequence, predict their likelihood of interaction. (1) The miRNA is hsa-miR-3670 with sequence AGAGCUCACAGCUGUCCUUCUCUA. The protein sequence of the target gene is MEAGSGPPGGPGSESPNRAVEYLLELNNIIESQQQLLETQRRRIEELEGQLDQLTQENRDLREESQLHRGELHRDPLGARDSPGRESQYQNLRETQFHHRELRESQFHQASRDVGYPNRDGAYQNREAIYRDKEREASYQLQDTTGYTARERDVAQCHLHHENPALGRERGGREAGPAHPGREKEAGYSAAVGVGQRPPRERGQLSRGASRSSSPGAGGGHSTSTSTSPATTLQRNVEGDAPGSDLSTAVDSPGSQPPYRLSQLPPTSSHMGGPPAGVGLPWAQRARLQPASVALRKQEE.... Result: 0 (no interaction). (2) The miRNA is hsa-miR-7846-3p with sequence CAGCGGAGCCUGGAGAGAAGG. The protein sequence of the target gene is MEALRRAHEVALRLLLCRPWASRAAARPKPSASEVLTRHLLQRRLPHWTSFCVPYSAVRNDQFGLSHFNWPVQGANYHVLRTGCFPFIKYHCSKAPWQDLARQNRFFTALKVVNLGIPTLLYGLGSWLFARVTETVHTSYGPITVYFLNKEDEGAMY. Result: 0 (no interaction). (3) The miRNA is hsa-miR-4254 with sequence GCCUGGAGCUACUCCACCAUCUC. The protein sequence of the target gene is MNFSEVFKLSSLLCKFSPDGKYLASCVQYRLVVRDVNTLQILQLYTCLDQIQHIEWSADSLFILCAMYKRGLVQVWSLEQPEWHCKIDEGSAGLVASCWSPDGRHILNTTEFHLRITVWSLCTKSVSYIKYPKACLQGITFTRDGRYMALAERRDCKDYVSIFVCSDWQLLRHFDTDTQDLTGIEWAPNGCVLAVWDTCLEYKILLYSLDGRLLSTYSAYEWSLGIKSVAWSPSSQFLAVGSYDGKVRILNHVTWKMITEFGHPAAINDPKIVVYKEAEKSPQLGLGCLSFPPPRAGAGP.... Result: 0 (no interaction).